This data is from Forward reaction prediction with 1.9M reactions from USPTO patents (1976-2016). The task is: Predict the product of the given reaction. (1) Given the reactants Cl[CH2:2][CH2:3][CH2:4][O:5][C:6]1[CH:11]=[CH:10][C:9]([N+:12]([O-:14])=[O:13])=[CH:8][CH:7]=1.[NH:15]1[CH:19]=[CH:18][N:17]=[N:16]1.[I-].[K+].[OH-].[Na+], predict the reaction product. The product is: [N+:12]([C:9]1[CH:10]=[CH:11][C:6]([O:5][CH2:4][CH2:3][CH2:2][N:15]2[CH:19]=[CH:18][N:17]=[N:16]2)=[CH:7][CH:8]=1)([O-:14])=[O:13]. (2) Given the reactants [CH3:1][C:2](=O)[CH2:3][CH2:4][C:5](=O)[CH3:6].Br.[Br:10][C:11]1[S:15][C:14]([NH2:16])=[N:13][C:12]=1[C:17]([F:20])([F:19])[F:18].P([O-])([O-])([O-])=O, predict the reaction product. The product is: [Br:10][C:11]1[S:15][C:14]([N:16]2[C:2]([CH3:1])=[CH:3][CH:4]=[C:5]2[CH3:6])=[N:13][C:12]=1[C:17]([F:20])([F:19])[F:18]. (3) Given the reactants [CH3:1][O:2][C:3]1[CH:23]=[CH:22][C:6]([C:7]([N:9]([C:14]2[CH:19]=[CH:18][C:17]([O:20][CH3:21])=[CH:16][CH:15]=2)[NH:10][C:11]([NH2:13])=[O:12])=O)=[CH:5][CH:4]=1.C(O)C, predict the reaction product. The product is: [CH3:21][O:20][C:17]1[CH:18]=[CH:19][C:14]([N:9]2[C:7]([C:6]3[CH:22]=[CH:23][C:3]([O:2][CH3:1])=[CH:4][CH:5]=3)=[N:13][C:11]([OH:12])=[N:10]2)=[CH:15][CH:16]=1.